The task is: Regression. Given two drug SMILES strings and cell line genomic features, predict the synergy score measuring deviation from expected non-interaction effect.. This data is from NCI-60 drug combinations with 297,098 pairs across 59 cell lines. (1) Drug 1: CC1=C2C(C(=O)C3(C(CC4C(C3C(C(C2(C)C)(CC1OC(=O)C(C(C5=CC=CC=C5)NC(=O)OC(C)(C)C)O)O)OC(=O)C6=CC=CC=C6)(CO4)OC(=O)C)OC)C)OC. Drug 2: C1=CC(=CC=C1CC(C(=O)O)N)N(CCCl)CCCl.Cl. Cell line: RXF 393. Synergy scores: CSS=49.0, Synergy_ZIP=12.1, Synergy_Bliss=11.9, Synergy_Loewe=-2.44, Synergy_HSA=14.0. (2) Drug 1: CC1=CC=C(C=C1)C2=CC(=NN2C3=CC=C(C=C3)S(=O)(=O)N)C(F)(F)F. Synergy scores: CSS=-6.62, Synergy_ZIP=4.11, Synergy_Bliss=-0.571, Synergy_Loewe=-7.52, Synergy_HSA=-7.66. Cell line: SF-539. Drug 2: C1CN(P(=O)(OC1)NCCCl)CCCl.